From a dataset of Full USPTO retrosynthesis dataset with 1.9M reactions from patents (1976-2016). Predict the reactants needed to synthesize the given product. (1) The reactants are: [CH3:1][O:2][C:3]1[CH:4]=[C:5]([CH2:11][C:12](N(OC)C)=[O:13])[CH:6]=[CH:7][C:8]=1[O:9][CH3:10].[CH2:18]([Mg]Br)[CH2:19][CH3:20]. Given the product [CH3:1][O:2][C:3]1[CH:4]=[C:5]([CH2:11][C:12](=[O:13])[CH2:18][CH2:19][CH3:20])[CH:6]=[CH:7][C:8]=1[O:9][CH3:10], predict the reactants needed to synthesize it. (2) Given the product [CH3:1][O:2][C:3](=[O:18])[C:4]1[CH:9]=[CH:8][CH:7]=[C:6]([O:10][CH2:11][CH:12]2[CH2:13][CH2:14][N:15]([CH:20]([CH3:22])[CH3:19])[CH2:16][CH2:17]2)[CH:5]=1, predict the reactants needed to synthesize it. The reactants are: [CH3:1][O:2][C:3](=[O:18])[C:4]1[CH:9]=[CH:8][CH:7]=[C:6]([O:10][CH2:11][CH:12]2[CH2:17][CH2:16][NH:15][CH2:14][CH2:13]2)[CH:5]=1.[CH3:19][C:20]([CH3:22])=O.C(O)(=O)C.[BH-](OC(C)=O)(OC(C)=O)OC(C)=O.[Na+].